From a dataset of Retrosynthesis with 50K atom-mapped reactions and 10 reaction types from USPTO. Predict the reactants needed to synthesize the given product. (1) Given the product CN(C)Cc1cc2c(o1)CCN(C(=O)CCCCSc1ccccc1)C2, predict the reactants needed to synthesize it. The reactants are: C=O.CNC.O=C(CCCCSc1ccccc1)N1CCc2occc2C1. (2) Given the product CN(C)c1ccc(C(=O)NCCc2c3n(c4ccccc24)C(=O)CCC3)cc1, predict the reactants needed to synthesize it. The reactants are: CN(C)c1ccc(C(=O)O)cc1.NCCc1c2n(c3ccccc13)C(=O)CCC2. (3) Given the product CC1(C)OCC(C(O)CNC(=O)c2ccc(S(=O)(=O)Nc3c(F)cc(F)cc3F)cc2)O1, predict the reactants needed to synthesize it. The reactants are: CC1(C)OCC(C(O)CN)O1.O=C(O)c1ccc(S(=O)(=O)Nc2c(F)cc(F)cc2F)cc1. (4) The reactants are: Clc1ncnc2c1OCCN2.FC(F)(F)c1cc(-c2cn(CCN3CCC3)c(C3CCNCC3)n2)ccn1. Given the product FC(F)(F)c1cc(-c2cn(CCN3CCC3)c(C3CCN(c4ncnc5c4OCCN5)CC3)n2)ccn1, predict the reactants needed to synthesize it.